The task is: Predict the product of the given reaction.. This data is from Forward reaction prediction with 1.9M reactions from USPTO patents (1976-2016). Given the reactants [Br:1][C:2]1[C:3]2[N:4]([N:8]=[C:9]([NH2:11])[N:10]=2)[CH:5]=[CH:6][CH:7]=1.[C:12](=[O:15])([O-])[O-:13].[Cs+].[Cs+].[C:18]1(P([C:18]2[CH:23]=[CH:22][CH:21]=[CH:20][CH:19]=2)[C:18]2[C:23]3O[C:23]4[C:18](=[CH:19][CH:20]=[CH:21][C:22]=4P([C:18]4[CH:23]=[CH:22][CH:21]=[CH:20][CH:19]=4)[C:18]4[CH:23]=[CH:22][CH:21]=[CH:20][CH:19]=4)C(C)(C)[C:22]=3[CH:21]=[CH:20][CH:19]=2)[CH:23]=[CH:22][CH:21]=[CH:20][CH:19]=1.O1CCOC[CH2:61]1, predict the reaction product. The product is: [Br:1][C:2]1[C:3]2[N:4]([N:8]=[C:9]([NH:11][C:18]3[CH:23]=[CH:22][C:21]([C:12]([O:13][CH3:61])=[O:15])=[CH:20][CH:19]=3)[N:10]=2)[CH:5]=[CH:6][CH:7]=1.